From a dataset of Forward reaction prediction with 1.9M reactions from USPTO patents (1976-2016). Predict the product of the given reaction. Given the reactants [Br:1][C:2]1[CH:3]=[C:4]([CH:9]([NH:11][CH:12]2[CH2:14][CH2:13]2)[CH3:10])[CH:5]=[N:6][C:7]=1[Cl:8].O1CCCC1.C(=O)([O-])O.[Na+].[C:25](O[C:25]([O:27][C:28]([CH3:31])([CH3:30])[CH3:29])=[O:26])([O:27][C:28]([CH3:31])([CH3:30])[CH3:29])=[O:26], predict the reaction product. The product is: [Br:1][C:2]1[CH:3]=[C:4]([CH:9]([N:11]([CH:12]2[CH2:14][CH2:13]2)[C:25](=[O:26])[O:27][C:28]([CH3:31])([CH3:30])[CH3:29])[CH3:10])[CH:5]=[N:6][C:7]=1[Cl:8].